From a dataset of Forward reaction prediction with 1.9M reactions from USPTO patents (1976-2016). Predict the product of the given reaction. Given the reactants [Si:1]([O:8][CH2:9][CH2:10][CH2:11][CH2:12][N:13]1[C:21]2[CH:20]=[CH:19][N:18]=[CH:17][C:16]=2[CH:15]=[C:14]1[C:22](OCC)=[O:23])([C:4]([CH3:7])([CH3:6])[CH3:5])([CH3:3])[CH3:2], predict the reaction product. The product is: [Si:1]([O:8][CH2:9][CH2:10][CH2:11][CH2:12][N:13]1[C:21]2[CH:20]=[CH:19][N:18]=[CH:17][C:16]=2[CH:15]=[C:14]1[CH2:22][OH:23])([C:4]([CH3:7])([CH3:5])[CH3:6])([CH3:3])[CH3:2].